This data is from Forward reaction prediction with 1.9M reactions from USPTO patents (1976-2016). The task is: Predict the product of the given reaction. (1) Given the reactants [Si]([O:18][CH2:19][C:20]1[C:21]([N:35]2[CH2:40][C@H:39]([CH3:41])[O:38][C@H:37]([CH3:42])[CH2:36]2)=[C:22]([F:34])[C:23]2[O:27][N:26]=[C:25]([C:28](OCC)=[O:29])[C:24]=2[CH:33]=1)(C(C)(C)C)(C1C=CC=CC=1)C1C=CC=CC=1.[CH3:43][N:44]1[CH2:47][CH:46]([NH2:48])[CH2:45]1, predict the reaction product. The product is: [CH3:41][C@@H:39]1[CH2:40][N:35]([C:21]2[C:20]([CH2:19][OH:18])=[CH:33][C:24]3[C:25]([C:28]([NH:48][CH:46]4[CH2:47][N:44]([CH3:43])[CH2:45]4)=[O:29])=[N:26][O:27][C:23]=3[C:22]=2[F:34])[CH2:36][C@H:37]([CH3:42])[O:38]1. (2) Given the reactants C1(COC2C=CC(S(C)(=O)=O)=CC=2[C:16]2[C:17]3[O:26][C:25]([CH3:27])=[N:24][C:18]=3[C:19](=[O:23])[N:20]([CH3:22])[CH:21]=2)CC1.[F:28][C:29]1[CH:56]=[C:55]([F:57])[CH:54]=[CH:53][C:30]=1[O:31][C:32]1[CH:37]=[CH:36][C:35]([NH:38][S:39]([CH2:42][CH3:43])(=[O:41])=[O:40])=[CH:34][C:33]=1B1OC(C)(C)C(C)(C)O1, predict the reaction product. The product is: [F:28][C:29]1[CH:56]=[C:55]([F:57])[CH:54]=[CH:53][C:30]=1[O:31][C:32]1[CH:37]=[CH:36][C:35]([NH:38][S:39]([CH2:42][CH3:43])(=[O:40])=[O:41])=[CH:34][C:33]=1[C:16]1[C:17]2[O:26][C:25]([CH3:27])=[N:24][C:18]=2[C:19](=[O:23])[N:20]([CH3:22])[CH:21]=1. (3) Given the reactants Br[C:2]1[S:6][C:5]([CH:7]=[O:8])=[CH:4][C:3]=1[C:9]1[C:10]([F:15])=[N:11][CH:12]=[CH:13][CH:14]=1.[SH:16][C:17]1[NH:18][CH:19]=[CH:20][N:21]=1.C(=O)([O-])[O-].[K+].[K+], predict the reaction product. The product is: [F:15][C:10]1[C:9]([C:3]2[CH:4]=[C:5]([CH:7]=[O:8])[S:6][C:2]=2[S:16][C:17]2[NH:18][CH:19]=[CH:20][N:21]=2)=[CH:14][CH:13]=[CH:12][N:11]=1. (4) Given the reactants [F:1][C:2]1[C:7]([F:8])=[CH:6][CH:5]=[CH:4][C:3]=1[C:9]1[NH:17][C:12]2=[CH:13][N:14]=[N:15][CH:16]=[C:11]2[N:10]=1.Cl[CH2:19][C:20]1[O:24][N:23]=[C:22]([C:25]2[CH:30]=[CH:29][C:28]([O:31][C:32]([F:35])([F:34])[F:33])=[CH:27][C:26]=2[O:36][CH3:37])[CH:21]=1, predict the reaction product. The product is: [F:1][C:2]1[C:7]([F:8])=[CH:6][CH:5]=[CH:4][C:3]=1[C:9]1[N:17]=[C:12]2[CH:13]=[N:14][N:15]([CH2:19][C:20]3[O:24][N:23]=[C:22]([C:25]4[CH:30]=[CH:29][C:28]([O:31][C:32]([F:34])([F:35])[F:33])=[CH:27][C:26]=4[O:36][CH3:37])[CH:21]=3)[CH:16]=[C:11]2[N:10]=1. (5) Given the reactants C(#N)C.[Br:4][C:5]1[CH:6]=[CH:7][C:8]([F:22])=[C:9]([CH:11](Cl)[C:12]2[S:13][C:14]3[CH:20]=[CH:19][CH:18]=[CH:17][C:15]=3[CH:16]=2)[CH:10]=1.[BH4-].[Na+].[OH-].[Na+], predict the reaction product. The product is: [Br:4][C:5]1[CH:6]=[CH:7][C:8]([F:22])=[C:9]([CH:10]=1)[CH2:11][C:12]1[S:13][C:14]2[CH:20]=[CH:19][CH:18]=[CH:17][C:15]=2[CH:16]=1. (6) Given the reactants [OH-].[Na+].[Cl:3][C:4]1[CH:5]=[C:6]([C:27]2[C:28]([CH3:44])=[CH:29][C:30]([O:33][CH2:34][C:35]3([C:39]([O:41]CC)=[O:40])[CH2:38][CH2:37][CH2:36]3)=[N:31][CH:32]=2)[CH:7]=[CH:8][C:9]=1[C:10]1[N:11]([CH2:19][O:20][CH2:21][CH2:22][Si:23]([CH3:26])([CH3:25])[CH3:24])[CH:12]=[C:13]([C:15]([F:18])([F:17])[F:16])[N:14]=1, predict the reaction product. The product is: [Cl:3][C:4]1[CH:5]=[C:6]([C:27]2[C:28]([CH3:44])=[CH:29][C:30]([O:33][CH2:34][C:35]3([C:39]([OH:41])=[O:40])[CH2:36][CH2:37][CH2:38]3)=[N:31][CH:32]=2)[CH:7]=[CH:8][C:9]=1[C:10]1[N:11]([CH2:19][O:20][CH2:21][CH2:22][Si:23]([CH3:26])([CH3:25])[CH3:24])[CH:12]=[C:13]([C:15]([F:18])([F:16])[F:17])[N:14]=1. (7) The product is: [I:7][C:8]1[CH:9]=[C:10]2[C:14](=[CH:15][CH:16]=1)[N:13]([CH:17]1[CH2:22][CH2:21][CH2:20][CH2:19][O:18]1)[N:12]=[C:11]2[CH:23]=[O:24]. Given the reactants [H-].[Al+3].[Li+].[H-].[H-].[H-].[I:7][C:8]1[CH:9]=[C:10]2[C:14](=[CH:15][CH:16]=1)[N:13]([CH:17]1[CH2:22][CH2:21][CH2:20][CH2:19][O:18]1)[N:12]=[C:11]2[C:23](N(OC)C)=[O:24], predict the reaction product.